Task: Predict the product of the given reaction.. Dataset: Forward reaction prediction with 1.9M reactions from USPTO patents (1976-2016) (1) Given the reactants [Cl:1][C:2]1[CH:3]=[C:4]([CH2:9][CH2:10][CH:11]([NH2:13])[CH3:12])[CH:5]=[CH:6][C:7]=1[Cl:8].[CH2:14]([N:16]1[C:20](=[O:21])[C:19]([O:22]C)=[C:18]([C:24](O)=[O:25])[CH2:17]1)[CH3:15], predict the reaction product. The product is: [Cl:1][C:2]1[CH:3]=[C:4]([CH2:9][CH2:10][CH:11]([NH:13][C:24]([C:18]2[CH2:17][N:16]([CH2:14][CH3:15])[C:20](=[O:21])[C:19]=2[OH:22])=[O:25])[CH3:12])[CH:5]=[CH:6][C:7]=1[Cl:8]. (2) The product is: [F:16][C:14]1[CH:15]=[C:10]([CH2:9][C@H:8]([NH:18][C:19](=[O:31])[CH2:20][C:21]2[C:29]3[C:24](=[CH:25][CH:26]=[C:27]([OH:30])[CH:28]=3)[NH:23][CH:22]=2)[C:3]2[C:2]([C:36]3[CH:37]=[CH:38][C:33]([F:32])=[CH:34][CH:35]=3)=[CH:7][CH:6]=[CH:5][N:4]=2)[CH:11]=[C:12]([F:17])[CH:13]=1. Given the reactants Br[C:2]1[C:3]([C@@H:8]([NH:18][C:19](=[O:31])[CH2:20][C:21]2[C:29]3[C:24](=[CH:25][CH:26]=[C:27]([OH:30])[CH:28]=3)[NH:23][CH:22]=2)[CH2:9][C:10]2[CH:15]=[C:14]([F:16])[CH:13]=[C:12]([F:17])[CH:11]=2)=[N:4][CH:5]=[CH:6][CH:7]=1.[F:32][C:33]1[CH:38]=[CH:37][C:36](B(O)O)=[CH:35][CH:34]=1.C([O-])([O-])=O.[K+].[K+], predict the reaction product. (3) Given the reactants [OH-:1].[Li+].C(O[C:7]1[C:8]2[C@@H:9]3[CH2:32][O:31][C:30](=[O:33])[CH2:29][CH2:28][C@H:10]3[C:11]([CH3:27])([CH3:26])[O:12][C:13]=2[CH:14]=[C:15]([C:17]([CH3:25])([CH2:19][CH2:20][CH2:21][CH2:22][CH2:23][CH3:24])[CH3:18])[CH:16]=1)(=O)C.C1COCC1, predict the reaction product. The product is: [OH:1][CH2:32][CH2:9][C@@H:10]1[C@@H:28]([CH2:29][C:30]([OH:31])=[O:33])[C:8]2[C:13](=[CH:14][C:15]([C:17]([CH3:25])([CH2:19][CH2:20][CH2:21][CH2:22][CH2:23][CH3:24])[CH3:18])=[CH:16][CH:7]=2)[O:12][C:11]1([CH3:27])[CH3:26]. (4) Given the reactants [CH2:1]([S:3]([N:6]1[CH2:11][CH2:10][CH:9]([C:12]2[C:20]3[C:15](=[C:16]([C:30]([NH2:32])=[O:31])[CH:17]=[C:18](B4OC(C)(C)C(C)(C)O4)[CH:19]=3)[NH:14][CH:13]=2)[CH2:8][CH2:7]1)(=[O:5])=[O:4])[CH3:2].C(=O)([O-])[O-].[K+].[K+].Br[C:40]1[CH:41]=[C:42]([C:45](=[O:49])[CH:46]([CH3:48])[CH3:47])[S:43][CH:44]=1, predict the reaction product. The product is: [CH2:1]([S:3]([N:6]1[CH2:7][CH2:8][CH:9]([C:12]2[C:20]3[C:15](=[C:16]([C:30]([NH2:32])=[O:31])[CH:17]=[C:18]([C:40]4[CH:41]=[C:42]([C:45](=[O:49])[CH:46]([CH3:48])[CH3:47])[S:43][CH:44]=4)[CH:19]=3)[NH:14][CH:13]=2)[CH2:10][CH2:11]1)(=[O:5])=[O:4])[CH3:2].